From a dataset of Reaction yield outcomes from USPTO patents with 853,638 reactions. Predict the reaction yield, written as a fraction of the theoretical maximum amount of product (1.0 means a 100% yield; for example, 0.34 means a 34% yield). (1) The reactants are [C:1]([NH:4][C:5]1[CH:34]=[CH:33][C:8]([CH2:9][C:10]2[N:18]([CH2:19][O:20][C:21](=[O:26])[C:22]([CH3:25])([CH3:24])[CH3:23])[C:17]3[C:16](=[O:27])[NH:15][C:14](=[O:28])[N:13]([CH2:29][CH2:30][CH2:31][CH3:32])[C:12]=3[N:11]=2)=[CH:7][CH:6]=1)(=[O:3])[CH3:2].N12CCCN=C1CCCCC2.Br[CH2:47][C:48]1[CH:53]=[C:52]([N+:54]([O-:56])=[O:55])[CH:51]=[CH:50][C:49]=1[F:57].C(OCC)(=O)C. The catalyst is C(#N)C. The product is [C:1]([NH:4][C:5]1[CH:34]=[CH:33][C:8]([CH2:9][C:10]2[N:18]([CH2:19][O:20][C:21](=[O:26])[C:22]([CH3:24])([CH3:25])[CH3:23])[C:17]3[C:16](=[O:27])[N:15]([CH2:47][C:48]4[CH:53]=[C:52]([N+:54]([O-:56])=[O:55])[CH:51]=[CH:50][C:49]=4[F:57])[C:14](=[O:28])[N:13]([CH2:29][CH2:30][CH2:31][CH3:32])[C:12]=3[N:11]=2)=[CH:7][CH:6]=1)(=[O:3])[CH3:2]. The yield is 0.330. (2) The reactants are [CH:1]1([CH2:7][NH2:8])[CH2:6][CH2:5][CH:4]=[CH:3][CH2:2]1.C(N(CC)CC)C.Cl[C:17]([O:19][CH2:20][CH3:21])=[O:18]. The catalyst is ClCCl. The product is [CH:1]1([CH2:7][NH:8][C:17](=[O:18])[O:19][CH2:20][CH3:21])[CH2:6][CH2:5][CH:4]=[CH:3][CH2:2]1. The yield is 0.850. (3) The reactants are FC1C=CC([N:8](CC2C=CC=CN=2)[C:9](=O)[C:10]2[CH:15]=[CH:14][C:13](Cl)=[N:12][CH:11]=2)=CC=1.[SH2:25].[Na]. The catalyst is CN(C)C=O.C(OCC)(=O)C. The product is [C:9]([NH2:8])(=[S:25])[C:10]1[CH:15]=[CH:14][CH:13]=[N:12][CH:11]=1. The yield is 0.820. (4) The reactants are [OH-].[Li+].C([O:6][CH:7]([C:9]1[O:13][N:12]=[C:11]([C:14]2[CH:19]=[CH:18][CH:17]=[C:16]([Cl:20])[CH:15]=2)[N:10]=1)[CH3:8])(=O)C. The catalyst is C1COCC1.CO. The product is [Cl:20][C:16]1[CH:15]=[C:14]([C:11]2[N:10]=[C:9]([CH:7]([OH:6])[CH3:8])[O:13][N:12]=2)[CH:19]=[CH:18][CH:17]=1. The yield is 1.00. (5) The reactants are [OH:1][C:2]1[C:11]([OH:12])=[CH:10][CH:9]=[CH:8][C:3]=1[C:4]([O:6][CH3:7])=[O:5].[CH3:13][O:14][CH2:15][CH2:16]Br.C(=O)([O-])[O-].[K+].[K+].[C:24]([O:27][CH2:28]C)(=O)[CH3:25]. The catalyst is CN(C=O)C. The product is [CH3:13][O:14][CH2:15][CH2:16][O:1][C:2]1[C:11]([O:12][CH2:25][CH2:24][O:27][CH3:28])=[CH:10][CH:9]=[CH:8][C:3]=1[C:4]([O:6][CH3:7])=[O:5]. The yield is 0.950. (6) The reactants are [OH:1][C@@H:2]1[CH2:25][CH2:24][C@@:23]2([CH3:26])[C@H:4]([C@@H:5]([OH:28])[CH2:6][C@@H:7]3[C@@H:22]2[CH2:21][CH2:20][C@@:19]2([CH3:27])[C@H:8]3[CH2:9][CH2:10][C@@H:11]2[C@H:12]([CH3:18])[CH2:13][CH2:14][C:15]([OH:17])=O)[CH2:3]1.C(OC(Cl)=O)C.Cl.[CH3:36][NH:37][O:38][CH3:39].[OH-].[Na+].Cl. The catalyst is C(N(CC)CC)C.O1CCOCC1. The product is [CH3:18][C@@H:12]([C@@H:11]1[C@@:19]2([CH3:27])[CH2:20][CH2:21][C@@H:22]3[C@@:23]4([CH3:26])[CH2:24][CH2:25][C@@H:2]([OH:1])[CH2:3][C@H:4]4[C@@H:5]([OH:28])[CH2:6][C@H:7]3[C@@H:8]2[CH2:9][CH2:10]1)[CH2:13][CH2:14][C:15]([N:37]([O:38][CH3:39])[CH3:36])=[O:17]. The yield is 0.750. (7) The reactants are [N+:1]([C:4]1[CH:9]=[C:8]([C:10]([F:13])([F:12])[F:11])[CH:7]=[CH:6][C:5]=1[N:14]1[CH2:19][CH2:18][N:17]([C:20]([O:22][C:23]([CH3:26])([CH3:25])[CH3:24])=[O:21])[CH2:16][CH2:15]1)([O-])=O. The catalyst is CO. The product is [NH2:1][C:4]1[CH:9]=[C:8]([C:10]([F:12])([F:13])[F:11])[CH:7]=[CH:6][C:5]=1[N:14]1[CH2:15][CH2:16][N:17]([C:20]([O:22][C:23]([CH3:26])([CH3:25])[CH3:24])=[O:21])[CH2:18][CH2:19]1. The yield is 0.990. (8) The reactants are [Cl:1][C:2]1[CH:7]=[CH:6][C:5]([CH2:8][S:9][CH3:10])=[CH:4][N:3]=1.N#CN.IC1C=CC=C(CC([O-])=[O:23])C=1CC([O-])=O. The catalyst is C(Cl)Cl. The product is [Cl:1][C:2]1[CH:7]=[CH:6][C:5]([CH2:8][S:9]([CH3:10])=[O:23])=[CH:4][N:3]=1. The yield is 0.140.